Dataset: Full USPTO retrosynthesis dataset with 1.9M reactions from patents (1976-2016). Task: Predict the reactants needed to synthesize the given product. (1) Given the product [C:9]1([P:8]([C:19]2[C:28]3[C:23](=[CH:24][CH:25]=[CH:26][CH:27]=3)[CH:22]=[CH:21][CH:20]=2)[C:3]2[CH:4]=[CH:5][CH:6]=[CH:7][C:2]=2[P:29]([O:33][CH2:34][CH3:35])[O:30][CH2:31][CH3:32])[C:18]2[C:13](=[CH:14][CH:15]=[CH:16][CH:17]=2)[CH:12]=[CH:11][CH:10]=1, predict the reactants needed to synthesize it. The reactants are: Br[C:2]1[CH:7]=[CH:6][CH:5]=[CH:4][C:3]=1[P:8]([C:19]1[C:28]2[C:23](=[CH:24][CH:25]=[CH:26][CH:27]=2)[CH:22]=[CH:21][CH:20]=1)[C:9]1[C:18]2[C:13](=[CH:14][CH:15]=[CH:16][CH:17]=2)[CH:12]=[CH:11][CH:10]=1.[P:29](Cl)([O:33][CH2:34][CH3:35])[O:30][CH2:31][CH3:32]. (2) Given the product [CH3:17][C:2]1[C:3]2[C:8]([C:9]3[CH:10]=[CH:11][CH:12]=[CH:13][C:14]=3[CH:15]=1)=[CH:7][CH:6]=[CH:5][CH:4]=2, predict the reactants needed to synthesize it. The reactants are: Br[C:2]1[C:3]2[C:8]([C:9]3[CH:10]=[CH:11][CH:12]=[CH:13][C:14]=3[CH:15]=1)=[CH:7][CH:6]=[CH:5][CH:4]=2.[Li][CH2:17]CCC.COS(OC)(=O)=O.Cl. (3) Given the product [CH2:23]([O:22][C:20](=[O:21])[CH2:19][CH2:18][CH2:17][N:8]([CH2:1][C:2]1[CH:7]=[CH:6][CH:5]=[CH:4][CH:3]=1)[CH2:9][C:10]1[CH:15]=[CH:14][CH:13]=[CH:12][CH:11]=1)[CH3:24], predict the reactants needed to synthesize it. The reactants are: [CH2:1]([NH:8][CH2:9][C:10]1[CH:15]=[CH:14][CH:13]=[CH:12][CH:11]=1)[C:2]1[CH:7]=[CH:6][CH:5]=[CH:4][CH:3]=1.Br[CH2:17][CH2:18][CH2:19][C:20]([O:22][CH2:23][CH3:24])=[O:21].C(=O)([O-])[O-].[K+].[K+].[I-].[K+]. (4) Given the product [F:8][C:6]1[CH:7]=[C:2]([F:1])[C:3]([CH:24]2[CH2:29][CH2:28][NH:27][CH2:26][CH2:25]2)=[CH:4][C:5]=1[NH:9][C:10](=[O:23])[CH2:11][CH2:12][CH2:13][CH2:14][C:15]1[CH:20]=[CH:19][CH:18]=[CH:17][C:16]=1[O:21][CH3:22], predict the reactants needed to synthesize it. The reactants are: [F:1][C:2]1[CH:7]=[C:6]([F:8])[C:5]([NH:9][C:10](=[O:23])[CH2:11][CH2:12][CH2:13][CH2:14][C:15]2[CH:20]=[CH:19][CH:18]=[CH:17][C:16]=2[O:21][CH3:22])=[CH:4][C:3]=1[CH:24]1[CH2:29][CH2:28][N:27](C(OC(C)(C)C)=O)[CH2:26][CH2:25]1.FC(F)(F)C(O)=O. (5) Given the product [Cl:1][C:2]1[CH:10]=[CH:9][C:8]([C:11]2[N:12]([C:22]([O:24][C:25]([CH3:27])([CH3:26])[CH3:28])=[O:23])[C:13]3[C:18]([CH:19]=2)=[CH:17][C:16]([CH2:20][N:30]2[CH2:35][CH2:34][CH2:33][CH2:32][CH:31]2[CH2:36][OH:37])=[CH:15][CH:14]=3)=[C:7]2[C:3]=1[CH2:4][NH:5][C:6]2=[O:29], predict the reactants needed to synthesize it. The reactants are: [Cl:1][C:2]1[CH:10]=[CH:9][C:8]([C:11]2[N:12]([C:22]([O:24][C:25]([CH3:28])([CH3:27])[CH3:26])=[O:23])[C:13]3[C:18]([CH:19]=2)=[CH:17][C:16]([CH:20]=O)=[CH:15][CH:14]=3)=[C:7]2[C:3]=1[CH2:4][NH:5][C:6]2=[O:29].[NH:30]1[CH2:35][CH2:34][CH2:33][CH2:32][CH:31]1[CH2:36][OH:37].C(O)(=O)C.C(O[BH-](OC(=O)C)OC(=O)C)(=O)C.[Na+].Cl.